Dataset: Forward reaction prediction with 1.9M reactions from USPTO patents (1976-2016). Task: Predict the product of the given reaction. (1) Given the reactants [Br:1][C:2]1[CH:3]=[CH:4][C:5]([CH3:11])=[C:6]([C:8](=[O:10])[CH3:9])[CH:7]=1.[CH:12]1([C:15](OC)=[O:16])[CH2:14][CH2:13]1.C[O-].[Na+], predict the reaction product. The product is: [Br:1][C:2]1[CH:3]=[CH:4][C:5]([CH3:11])=[C:6]([C:8](=[O:10])[CH2:9][C:15]([CH:12]2[CH2:14][CH2:13]2)=[O:16])[CH:7]=1. (2) Given the reactants FC(F)(F)C([O-])=O.[Cl:8][C:9]1[CH:14]=[CH:13][C:12]([C:15]2[N:16]=[C:17]([C@H:20]3[CH2:25][CH2:24][CH2:23][CH2:22][NH2+:21]3)[S:18][CH:19]=2)=[CH:11][CH:10]=1.C(N(CC)CC)C.CN(C1C=CC=CN=1)C.[O:42]([CH2:49][C:50](Cl)=[O:51])[C:43]1[CH:48]=[CH:47][CH:46]=[CH:45][CH:44]=1, predict the reaction product. The product is: [Cl:8][C:9]1[CH:10]=[CH:11][C:12]([C:15]2[N:16]=[C:17]([C@H:20]3[CH2:25][CH2:24][CH2:23][CH2:22][N:21]3[C:50](=[O:51])[CH2:49][O:42][C:43]3[CH:48]=[CH:47][CH:46]=[CH:45][CH:44]=3)[S:18][CH:19]=2)=[CH:13][CH:14]=1. (3) Given the reactants O[C:2]1[C:11]2[C:6](=[N:7][CH:8]=[CH:9][CH:10]=2)[N:5]([C:12]2[CH:17]=[CH:16][CH:15]=[C:14]([O:18][C:19]([F:22])([F:21])[F:20])[CH:13]=2)[C:4](=[O:23])[C:3]=1[C:24](=O)[CH2:25][C:26]1[CH:31]=[CH:30][C:29](OC(F)(F)F)=[CH:28][CH:27]=1.[OH2:38].[NH2:39][NH2:40].C(=O)([O-])O.[Na+], predict the reaction product. The product is: [F:20][C:19]([F:22])([F:21])[O:38][C:29]1[CH:28]=[CH:27][C:26]([CH2:25][C:24]2[C:3]3[C:4](=[O:23])[N:5]([C:12]4[CH:17]=[CH:16][CH:15]=[C:14]([O:18][C:19]([F:22])([F:21])[F:20])[CH:13]=4)[C:6]4[N:7]=[CH:8][CH:9]=[CH:10][C:11]=4[C:2]=3[NH:40][N:39]=2)=[CH:31][CH:30]=1. (4) The product is: [CH2:23]([O:22][C:20](=[O:21])[CH2:19][CH:4]1[O:3][B:2]([OH:1])[C:6]2[CH:7]=[C:8]([O:12][C:13]3[CH:18]=[N:17][CH:16]=[CH:15][N:14]=3)[CH:9]=[C:10]([O:11][CH:26]([CH3:28])[CH3:27])[C:5]1=2)[CH3:24]. Given the reactants [OH:1][B:2]1[C:6]2[CH:7]=[C:8]([O:12][C:13]3[CH:18]=[N:17][CH:16]=[CH:15][N:14]=3)[CH:9]=[C:10]([OH:11])[C:5]=2[CH:4]([CH2:19][C:20]([O:22][CH2:23][CH3:24])=[O:21])[O:3]1.I[CH:26]([CH3:28])[CH3:27].[H-].[Na+], predict the reaction product. (5) Given the reactants C(O[CH:5]([C:14]1[CH:19]=[CH:18][C:17]([C:20]2[O:21][CH2:22][C:23]([CH3:26])([CH3:25])[N:24]=2)=[CH:16][CH:15]=1)[C:6]1[CH:11]=[CH:10][CH:9]=[CH:8][C:7]=1[O:12][CH3:13])(=O)C.C([O-])=O.[NH4+], predict the reaction product. The product is: [CH3:25][C:23]1([CH3:26])[CH2:22][O:21][C:20]([C:17]2[CH:18]=[CH:19][C:14]([CH2:5][C:6]3[CH:11]=[CH:10][CH:9]=[CH:8][C:7]=3[O:12][CH3:13])=[CH:15][CH:16]=2)=[N:24]1. (6) Given the reactants [Br:1][CH2:2][C:3]1[CH:11]=[CH:10][CH:9]=[C:8]2[C:4]=1[CH2:5][CH:6]([CH3:14])[CH:7]2OC.C1(C)C=CC=CC=1.CC1C=CC(S(O)(=O)=O)=CC=1, predict the reaction product. The product is: [Br:1][CH2:2][C:3]1[CH:11]=[CH:10][CH:9]=[C:8]2[C:4]=1[CH2:5][C:6]([CH3:14])=[CH:7]2. (7) Given the reactants Cl.[NH2:2][CH2:3][CH2:4][CH2:5][C:6]([O:8][CH2:9][CH3:10])=[O:7].[CH3:11][O:12][C:13]1[CH:20]=[C:19]([O:21][CH3:22])[CH:18]=[CH:17][C:14]=1[CH:15]=O.C(O[BH-](OC(=O)C)OC(=O)C)(=O)C.[Na+], predict the reaction product. The product is: [CH3:11][O:12][C:13]1[CH:20]=[C:19]([O:21][CH3:22])[CH:18]=[CH:17][C:14]=1[CH2:15][NH:2][CH2:3][CH2:4][CH2:5][C:6]([O:8][CH2:9][CH3:10])=[O:7]. (8) Given the reactants [C:1]([C:3]1[CH:4]=[N:5][N:6]2[C:11]([CH:12]([F:14])[F:13])=[CH:10][C:9]([C:15]3[CH:20]=[CH:19][CH:18]=[C:17]([C:21]([F:24])([F:23])[F:22])[CH:16]=3)=[N:8][C:7]=12)#[CH:2].Br[C:26]1[S:30][C:29]([S:31]([N:34]2[CH2:39][CH2:38][N:37]([CH3:40])[CH2:36][CH2:35]2)(=[O:33])=[O:32])=[CH:28][CH:27]=1, predict the reaction product. The product is: [F:13][CH:12]([F:14])[C:11]1[N:6]2[N:5]=[CH:4][C:3]([C:1]#[C:2][C:26]3[S:30][C:29]([S:31]([N:34]4[CH2:39][CH2:38][N:37]([CH3:40])[CH2:36][CH2:35]4)(=[O:32])=[O:33])=[CH:28][CH:27]=3)=[C:7]2[N:8]=[C:9]([C:15]2[CH:20]=[CH:19][CH:18]=[C:17]([C:21]([F:23])([F:24])[F:22])[CH:16]=2)[CH:10]=1. (9) Given the reactants [CH2:1]([N:3]([CH3:23])[S:4]([C:7]1[CH:12]=[CH:11][C:10](B2OC(C)(C)C(C)(C)O2)=[CH:9][C:8]=1[CH3:22])(=[O:6])=[O:5])[CH3:2].[NH2:24][C:25]1[C:26]([C:32]2[CH:33]=[C:34]3[C:39](=[CH:40][CH:41]=2)[C:38](=[O:42])[NH:37][CH2:36][CH2:35]3)=[N:27][C:28](Br)=[CH:29][N:30]=1.C([O-])([O-])=O.[Na+].[Na+], predict the reaction product. The product is: [NH2:24][C:25]1[N:30]=[CH:29][C:28]([C:10]2[CH:11]=[CH:12][C:7]([S:4]([N:3]([CH2:1][CH3:2])[CH3:23])(=[O:5])=[O:6])=[C:8]([CH3:22])[CH:9]=2)=[N:27][C:26]=1[C:32]1[CH:33]=[C:34]2[C:39](=[CH:40][CH:41]=1)[C:38](=[O:42])[NH:37][CH2:36][CH2:35]2. (10) Given the reactants [Cl:1][C:2]1[CH:10]=[C:9](I)[C:5]2[O:6][CH2:7][O:8][C:4]=2[C:3]=1[NH:12][C:13]1[C:22]2[C:17](=[CH:18][C:19]([O:25][CH2:26][CH2:27][CH2:28][N:29]3[CH2:34][CH2:33][O:32][CH2:31][CH2:30]3)=[C:20]([O:23][CH3:24])[CH:21]=2)[N:16]=[CH:15][N:14]=1.[CH2:35]([O:38][CH2:39][CH:40]1[CH2:44][CH2:43][CH2:42][CH2:41]1)[C:36]#[CH:37].C(NC(C)C)(C)C, predict the reaction product. The product is: [Cl:1][C:2]1[CH:10]=[C:9]([C:37]#[C:36][CH2:35][O:38][CH2:39][CH:40]2[CH2:44][CH2:43][CH2:42][CH2:41]2)[C:5]2[O:6][CH2:7][O:8][C:4]=2[C:3]=1[NH:12][C:13]1[C:22]2[C:17](=[CH:18][C:19]([O:25][CH2:26][CH2:27][CH2:28][N:29]3[CH2:34][CH2:33][O:32][CH2:31][CH2:30]3)=[C:20]([O:23][CH3:24])[CH:21]=2)[N:16]=[CH:15][N:14]=1.